From a dataset of Catalyst prediction with 721,799 reactions and 888 catalyst types from USPTO. Predict which catalyst facilitates the given reaction. (1) Reactant: [C:1]([O:5][C:6](=[O:54])[N:7]([C@H:9]([C:11](=[O:53])[NH:12][C@@H:13]1[C:19](=[O:20])[N:18]([CH2:21][C:22]2[C:31]3[C:26](=[CH:27][C:28]([Br:32])=[CH:29][CH:30]=3)[CH:25]=[CH:24][C:23]=2[O:33][CH3:34])[C:17]2[CH:35]=[CH:36][CH:37]=[CH:38][C:16]=2[N:15]([C:39](=[O:52])[C:40]2[CH:45]=[CH:44][C:43]([C:46](=[O:51])[C:47]([F:50])([F:49])[F:48])=[CH:42][CH:41]=2)[CH2:14]1)[CH3:10])[CH3:8])([CH3:4])([CH3:3])[CH3:2].[BH4-].[Na+].O. Product: [C:1]([O:5][C:6](=[O:54])[N:7]([C@H:9]([C:11](=[O:53])[NH:12][C@@H:13]1[C:19](=[O:20])[N:18]([CH2:21][C:22]2[C:31]3[C:26](=[CH:27][C:28]([Br:32])=[CH:29][CH:30]=3)[CH:25]=[CH:24][C:23]=2[O:33][CH3:34])[C:17]2[CH:35]=[CH:36][CH:37]=[CH:38][C:16]=2[N:15]([C:39](=[O:52])[C:40]2[CH:45]=[CH:44][C:43]([CH:46]([OH:51])[C:47]([F:49])([F:48])[F:50])=[CH:42][CH:41]=2)[CH2:14]1)[CH3:10])[CH3:8])([CH3:2])([CH3:3])[CH3:4]. The catalyst class is: 1. (2) Reactant: ClCl.[CH2:3]([O:5][C:6](=[O:14])[C:7]([S:10]C(=O)C)([CH3:9])[CH3:8])[CH3:4].C([N:18]([CH2:22][CH3:23])[CH:19](C)C)(C)C.N1CCC1.[OH2:28]. Product: [CH2:3]([O:5][C:6](=[O:14])[C:7]([S:10]([N:18]1[CH2:19][CH2:23][CH2:22]1)=[O:28])([CH3:8])[CH3:9])[CH3:4]. The catalyst class is: 4. (3) The catalyst class is: 6. Reactant: CC1NC(C)=CC=1C1C=[CH:11][CH:10]=[C:9]([C:13]2[CH:18]=[CH:17][C:16]([CH2:19][CH:20]3[CH2:25][CH2:24][CH2:23][CH2:22][N:21]3[CH2:26][C:27]3[CH:32]=[CH:31][CH:30]=[CH:29][CH:28]=3)=[CH:15][CH:14]=2)[N:8]=1.Cl.[NH2:35]O.[CH2:37](O)[CH3:38].Cl. Product: [CH2:26]([N:21]1[CH2:22][CH2:23][CH2:24][CH2:25][CH:20]1[CH2:19][C:16]1[CH:15]=[CH:14][C:13]([C:9]2[N:8]=[C:38]([NH2:35])[CH:37]=[CH:11][CH:10]=2)=[CH:18][CH:17]=1)[C:27]1[CH:28]=[CH:29][CH:30]=[CH:31][CH:32]=1. (4) Reactant: [CH:1](=[N:8][N:9]([C:18]1[CH:22]=[CH:21][S:20][C:19]=1[C:23]([O:25]C)=O)[C:10](=[O:17])[CH2:11][C:12]([O:14][CH2:15][CH3:16])=[O:13])[C:2]1[CH:7]=[CH:6][CH:5]=[CH:4][CH:3]=1.[O-]CC.[Na+]. Product: [OH:25][C:23]1[C:19]2[S:20][CH:21]=[CH:22][C:18]=2[N:9]([N:8]=[CH:1][C:2]2[CH:3]=[CH:4][CH:5]=[CH:6][CH:7]=2)[C:10](=[O:17])[C:11]=1[C:12]([O:14][CH2:15][CH3:16])=[O:13]. The catalyst class is: 8. (5) Reactant: C(OC(=O)[NH:7][CH:8]1[CH2:13][CH2:12][CH:11]([CH2:14][NH:15][C:16]2[C:21]([N+:22]([O-:24])=[O:23])=[CH:20][N:19]=[C:18]([NH:25][CH2:26][C:27]3[CH:32]=[CH:31][CH:30]=[C:29]([N:33]4[CH2:38][CH2:37][CH2:36][CH2:35][CH2:34]4)[CH:28]=3)[N:17]=2)[CH2:10][CH2:9]1)(C)(C)C.C(O)(C(F)(F)F)=O. Product: [NH2:7][C@H:8]1[CH2:9][CH2:10][C@H:11]([CH2:14][NH:15][C:16]2[C:21]([N+:22]([O-:24])=[O:23])=[CH:20][N:19]=[C:18]([NH:25][CH2:26][C:27]3[CH:32]=[CH:31][CH:30]=[C:29]([N:33]4[CH2:38][CH2:37][CH2:36][CH2:35][CH2:34]4)[CH:28]=3)[N:17]=2)[CH2:12][CH2:13]1. The catalyst class is: 2. (6) Reactant: [F:1][C:2]1[CH:7]=[C:6]([O:8]C)[CH:5]=[CH:4][C:3]=1[C:10]1[CH:14]=[C:13]([NH:15][C:16]([NH:30][C:31]2[CH:36]=[CH:35][CH:34]=[CH:33][C:32]=2[F:37])=[N:17][C:18]([C:20]2[C:21]([C:26]([F:29])([F:28])[F:27])=[N:22][N:23]([CH3:25])[CH:24]=2)=[O:19])[NH:12][N:11]=1.B(Br)(Br)Br. Product: [F:1][C:2]1[CH:7]=[C:6]([OH:8])[CH:5]=[CH:4][C:3]=1[C:10]1[CH:14]=[C:13]([NH:15][C:16]([NH:30][C:31]2[CH:36]=[CH:35][CH:34]=[CH:33][C:32]=2[F:37])=[N:17][C:18]([C:20]2[C:21]([C:26]([F:29])([F:27])[F:28])=[N:22][N:23]([CH3:25])[CH:24]=2)=[O:19])[NH:12][N:11]=1. The catalyst class is: 4.